This data is from Forward reaction prediction with 1.9M reactions from USPTO patents (1976-2016). The task is: Predict the product of the given reaction. (1) Given the reactants [C:1]([O:5][C:6]([N:8]1[CH2:14][CH2:13][CH2:12][CH:11]([N:15]2[CH2:20][CH2:19][C:18]([O:24][CH3:25])([C:21]([OH:23])=O)[CH2:17][CH2:16]2)[CH2:10][CH2:9]1)=[O:7])([CH3:4])([CH3:3])[CH3:2].Cl.[CH3:27][C:28]1([NH2:32])[CH2:31][CH2:30][CH2:29]1.CN(C(ON1N=NC2C=CC=NC1=2)=[N+](C)C)C.F[P-](F)(F)(F)(F)F.CCN(C(C)C)C(C)C, predict the reaction product. The product is: [CH3:25][O:24][C:18]1([C:21](=[O:23])[NH:32][C:28]2([CH3:27])[CH2:31][CH2:30][CH2:29]2)[CH2:17][CH2:16][N:15]([CH:11]2[CH2:12][CH2:13][CH2:14][N:8]([C:6]([O:5][C:1]([CH3:4])([CH3:3])[CH3:2])=[O:7])[CH2:9][CH2:10]2)[CH2:20][CH2:19]1. (2) Given the reactants Br[C:2]1[CH:3]=[C:4]([CH:27]=[C:28]([F:30])[CH:29]=1)[CH2:5][O:6][CH2:7][C:8]1([C:21]2[CH:26]=[CH:25][CH:24]=[CH:23][CH:22]=2)[CH2:13][CH2:12][N:11](C(OC(C)(C)C)=O)[CH2:10][CH2:9]1.[C:31]([C:33]1[CH:38]=[CH:37][C:36](B(O)O)=[CH:35][CH:34]=1)#[N:32], predict the reaction product. The product is: [F:30][C:28]1[CH:29]=[C:2]([C:36]2[CH:37]=[CH:38][C:33]([C:31]#[N:32])=[CH:34][CH:35]=2)[CH:3]=[C:4]([CH2:5][O:6][CH2:7][C:8]2([C:21]3[CH:22]=[CH:23][CH:24]=[CH:25][CH:26]=3)[CH2:9][CH2:10][NH:11][CH2:12][CH2:13]2)[CH:27]=1. (3) Given the reactants [O:1]1[CH2:6][CH2:5][CH2:4][O:3][CH:2]1[C:7]1[CH:12]=[CH:11][C:10]([CH2:13][CH2:14][OH:15])=[CH:9][CH:8]=1.C(N(CC)CC)C.[CH3:23][S:24](Cl)(=[O:26])=[O:25], predict the reaction product. The product is: [O:1]1[CH2:6][CH2:5][CH2:4][O:3][CH:2]1[C:7]1[CH:12]=[CH:11][C:10]([CH2:13][CH2:14][O:15][S:24]([CH3:23])(=[O:26])=[O:25])=[CH:9][CH:8]=1. (4) Given the reactants [CH3:1][O:2][C:3]1[CH:8]=[CH:7][C:6]([C:9]2[C:17]3[C:16]([O:18][CH2:19][CH2:20][CH2:21][OH:22])=[N:15][CH:14]=[N:13][C:12]=3[O:11][C:10]=2[C:23]2[CH:28]=[CH:27][CH:26]=[CH:25][CH:24]=2)=[CH:5][CH:4]=1.C([O:33][C:34](=[O:37])[CH2:35]Br)(C)(C)C.[OH-].[Na+].C(O)(=O)CC(CC(O)=O)(C(O)=O)O, predict the reaction product. The product is: [CH3:1][O:2][C:3]1[CH:4]=[CH:5][C:6]([C:9]2[C:17]3[C:16]([O:18][CH2:19][CH2:20][CH2:21][O:22][CH2:35][C:34]([OH:37])=[O:33])=[N:15][CH:14]=[N:13][C:12]=3[O:11][C:10]=2[C:23]2[CH:28]=[CH:27][CH:26]=[CH:25][CH:24]=2)=[CH:7][CH:8]=1. (5) Given the reactants C[N:2](C)/[CH:3]=[CH:4]/[C:5]([C:7]1[C:12](=[O:13])[CH:11]=[CH:10][N:9]([C:14]2[CH:19]=[CH:18][CH:17]=[C:16]([O:20][C:21]([F:24])([F:23])[F:22])[CH:15]=2)[N:8]=1)=O.[Cl:26][C:27]1[CH:32]=[CH:31][C:30]([NH:33]N)=[CH:29][CH:28]=1, predict the reaction product. The product is: [Cl:26][C:27]1[CH:32]=[CH:31][C:30]([N:33]2[C:5]([C:7]3[C:12](=[O:13])[CH:11]=[CH:10][N:9]([C:14]4[CH:19]=[CH:18][CH:17]=[C:16]([O:20][C:21]([F:24])([F:23])[F:22])[CH:15]=4)[N:8]=3)=[CH:4][CH:3]=[N:2]2)=[CH:29][CH:28]=1. (6) Given the reactants [CH3:1][Si:2]([CH3:33])([CH3:32])[CH2:3][CH2:4][O:5][CH2:6][N:7]1[C:15]2[CH2:14][CH:13]([C:16]3C=NN(COCC[Si](C)(C)C)C=3)[CH2:12][CH2:11][C:10]=2[C:9]([C:29]([OH:31])=[O:30])=[N:8]1.CC1([N:42]2[CH2:47][CH2:46][O:45][CH2:44][CH2:43]2)CCC(=O)CC1, predict the reaction product. The product is: [CH3:16][C:13]1([N:42]2[CH2:47][CH2:46][O:45][CH2:44][CH2:43]2)[CH2:14][C:15]2[N:7]([CH2:6][O:5][CH2:4][CH2:3][Si:2]([CH3:33])([CH3:32])[CH3:1])[N:8]=[C:9]([C:29]([OH:31])=[O:30])[C:10]=2[CH2:11][CH2:12]1. (7) Given the reactants [CH3:1][O:2][C:3]([C:5]1[CH:6]=[C:7]([C:31]2[CH:36]=[CH:35][CH:34]=[CH:33][CH:32]=2)[CH:8]=[C:9]([CH2:23][N:24]2[CH2:29][CH2:28][N:27]([CH3:30])[CH2:26][CH2:25]2)[C:10]=1[N:11]([S:13]([C:16]1[CH:21]=[CH:20][C:19]([OH:22])=[CH:18][CH:17]=1)(=[O:15])=[O:14])[CH3:12])=[O:4].[CH2:37](O)[C:38]#[C:39][CH3:40].C1(P(C2C=CC=CC=2)C2C=CC=CC=2)C=CC=CC=1.N(C(OCC)=O)=NC(OCC)=O, predict the reaction product. The product is: [CH3:1][O:2][C:3]([C:5]1[CH:6]=[C:7]([C:31]2[CH:36]=[CH:35][CH:34]=[CH:33][CH:32]=2)[CH:8]=[C:9]([CH2:23][N:24]2[CH2:25][CH2:26][N:27]([CH3:30])[CH2:28][CH2:29]2)[C:10]=1[N:11]([S:13]([C:16]1[CH:17]=[CH:18][C:19]([O:22][CH2:37][C:38]#[C:39][CH3:40])=[CH:20][CH:21]=1)(=[O:15])=[O:14])[CH3:12])=[O:4].